From a dataset of Forward reaction prediction with 1.9M reactions from USPTO patents (1976-2016). Predict the product of the given reaction. (1) Given the reactants I[C:2]1[C:10]2[C:5](=[CH:6][C:7]([N+:12]([O-:14])=[O:13])=[C:8]([CH3:11])[CH:9]=2)[N:4]([CH:15]2[CH2:20][CH2:19][CH2:18][CH2:17][O:16]2)[N:3]=1.[CH3:21]B1OB(C)OB(C)O1.P([O-])([O-])([O-])=O.[K+].[K+].[K+], predict the reaction product. The product is: [CH3:21][C:2]1[C:10]2[C:5](=[CH:6][C:7]([N+:12]([O-:14])=[O:13])=[C:8]([CH3:11])[CH:9]=2)[N:4]([CH:15]2[CH2:20][CH2:19][CH2:18][CH2:17][O:16]2)[N:3]=1. (2) Given the reactants [Br:1][C:2]1[CH:10]=[CH:9][CH:8]=[C:7]2[C:3]=1[CH:4]([C:17]1[C:25]([OH:26])=[CH:24][C:20]3[O:21][CH2:22][O:23][C:19]=3[CH:18]=1)[C:5](=[O:16])[N:6]2[CH2:11][CH2:12][CH2:13][CH2:14][CH3:15].C(N(CC)CC)C.Cl[Si](C)(C)C.[CH2:39]=[O:40].FC(F)(F)S([O-])(=O)=O.[Yb+3].FC(F)(F)S([O-])(=O)=O.FC(F)(F)S([O-])(=O)=O, predict the reaction product. The product is: [Br:1][C:2]1[CH:10]=[CH:9][CH:8]=[C:7]2[C:3]=1[C:4]([C:17]1[C:25]([OH:26])=[CH:24][C:20]3[O:21][CH2:22][O:23][C:19]=3[CH:18]=1)([CH2:39][OH:40])[C:5](=[O:16])[N:6]2[CH2:11][CH2:12][CH2:13][CH2:14][CH3:15].